This data is from Forward reaction prediction with 1.9M reactions from USPTO patents (1976-2016). The task is: Predict the product of the given reaction. (1) Given the reactants [CH:1]1([CH2:7][C:8]2[N:13]([CH3:14])[C:12](=[O:15])[C:11]([C:16]3[CH:21]=[CH:20][C:19]([O:22][C:23]4[CH:28]=[CH:27][N:26]=[C:25]5[N:29](CC6C=CC(OC)=CC=6)[N:30]=[C:31]([C:32]6[CH:37]=[CH:36][C:35]([C:38]([N:40]7[CH2:45][CH2:44][O:43][CH2:42][CH2:41]7)=[O:39])=[CH:34][CH:33]=6)[C:24]=45)=[C:18]([F:55])[CH:17]=3)=[CH:10][N:9]=2)[CH2:6][CH2:5][CH2:4][CH2:3][CH2:2]1, predict the reaction product. The product is: [CH:1]1([CH2:7][C:8]2[N:13]([CH3:14])[C:12](=[O:15])[C:11]([C:16]3[CH:21]=[CH:20][C:19]([O:22][C:23]4[CH:28]=[CH:27][N:26]=[C:25]5[NH:29][N:30]=[C:31]([C:32]6[CH:37]=[CH:36][C:35]([C:38]([N:40]7[CH2:45][CH2:44][O:43][CH2:42][CH2:41]7)=[O:39])=[CH:34][CH:33]=6)[C:24]=45)=[C:18]([F:55])[CH:17]=3)=[CH:10][N:9]=2)[CH2:6][CH2:5][CH2:4][CH2:3][CH2:2]1. (2) Given the reactants [C:1]([N:5]1[C:10](=[O:11])[C:9]([Cl:12])=[C:8](Cl)[CH:7]=[N:6]1)([CH3:4])([CH3:3])[CH3:2].C(=O)([O-])[O-].[Cs+].[Cs+].[Si:20]([O:27][CH2:28][CH:29]([OH:40])[C:30]1[CH:35]=[CH:34][C:33]([C:36]([CH3:39])([CH3:38])[CH3:37])=[CH:32][CH:31]=1)([C:23]([CH3:26])([CH3:25])[CH3:24])([CH3:22])[CH3:21], predict the reaction product. The product is: [C:1]([N:5]1[C:10](=[O:11])[C:9]([Cl:12])=[C:8]([O:40][CH:29]([C:30]2[CH:31]=[CH:32][C:33]([C:36]([CH3:39])([CH3:38])[CH3:37])=[CH:34][CH:35]=2)[CH2:28][O:27][Si:20]([C:23]([CH3:26])([CH3:25])[CH3:24])([CH3:21])[CH3:22])[CH:7]=[N:6]1)([CH3:4])([CH3:3])[CH3:2]. (3) Given the reactants COP(C(P(=O)(OC)OC)[CH2:8][C:9]1[CH:14]=[CH:13][C:12]([N+:15]([O-:17])=[O:16])=[CH:11][CH:10]=1)(OC)=O.[CH2:24]([P:33](=[O:40])([O:37][CH2:38][CH3:39])[O:34][CH2:35][CH3:36])[P:25](=[O:32])([O:29][CH2:30][CH3:31])[O:26][CH2:27][CH3:28], predict the reaction product. The product is: [CH2:38]([O:37][P:33]([CH:24]([P:25](=[O:32])([O:29][CH2:30][CH3:31])[O:26][CH2:27][CH3:28])[CH2:8][C:9]1[CH:14]=[CH:13][C:12]([N+:15]([O-:17])=[O:16])=[CH:11][CH:10]=1)([O:34][CH2:35][CH3:36])=[O:40])[CH3:39]. (4) Given the reactants Br[CH2:2][CH2:3][O:4][CH:5]1[CH2:10][CH2:9][CH2:8][CH2:7][O:6]1.[N-:11]=[N+:12]=[N-:13].[Na+].CCOC(C)=O.O, predict the reaction product. The product is: [N:11]([CH2:2][CH2:3][O:4][CH:5]1[CH2:10][CH2:9][CH2:8][CH2:7][O:6]1)=[N+:12]=[N-:13]. (5) Given the reactants C([O:4][C@H:5]1[C@@:9]([CH3:17])([NH:10]C(=O)C(F)(F)F)[C@H:8]([N:18]2[CH:23]=[CH:22][C:21](=[O:24])[NH:20][C:19]2=[O:25])[O:7][C@@H:6]1[CH2:26][O:27][P:28]([O:35]CCC#N)([O:30]CCC#N)=[O:29])(=O)C.[NH4+].[OH-], predict the reaction product. The product is: [P:28]([OH:35])([OH:30])([O:27][CH2:26][C@@H:6]1[C@@H:5]([OH:4])[C@:9]([NH2:10])([CH3:17])[C@H:8]([N:18]2[CH:23]=[CH:22][C:21](=[O:24])[NH:20][C:19]2=[O:25])[O:7]1)=[O:29]. (6) Given the reactants [N:1]1([C:6]2[CH:16]=[CH:15][C:9]([C:10](OCC)=[O:11])=[CH:8][CH:7]=2)[CH:5]=[CH:4][CH:3]=[N:2]1.[BH4-].[Na+].[Cl-].[Ca+2].[Cl-], predict the reaction product. The product is: [N:1]1([C:6]2[CH:16]=[CH:15][C:9]([CH2:10][OH:11])=[CH:8][CH:7]=2)[CH:5]=[CH:4][CH:3]=[N:2]1.